From a dataset of Peptide-MHC class I binding affinity with 185,985 pairs from IEDB/IMGT. Regression. Given a peptide amino acid sequence and an MHC pseudo amino acid sequence, predict their binding affinity value. This is MHC class I binding data. (1) The peptide sequence is LTLTAAVLLL. The MHC is HLA-A01:01 with pseudo-sequence HLA-A01:01. The binding affinity (normalized) is 0.118. (2) The peptide sequence is QQWNFAGIEA. The MHC is HLA-B07:02 with pseudo-sequence HLA-B07:02. The binding affinity (normalized) is 0.0424. (3) The peptide sequence is RPALVFDIT. The MHC is HLA-B35:01 with pseudo-sequence HLA-B35:01. The binding affinity (normalized) is 0.294. (4) The MHC is HLA-A01:01 with pseudo-sequence HLA-A01:01. The peptide sequence is HFINEQGESII. The binding affinity (normalized) is 0. (5) The peptide sequence is NIGAYVVLV. The MHC is HLA-A02:01 with pseudo-sequence HLA-A02:01. The binding affinity (normalized) is 0.479. (6) The peptide sequence is RDITAFEGL. The MHC is HLA-B18:01 with pseudo-sequence HLA-B18:01. The binding affinity (normalized) is 0.0847. (7) The peptide sequence is WLRAKRKPA. The MHC is HLA-A02:06 with pseudo-sequence HLA-A02:06. The binding affinity (normalized) is 0.